This data is from Catalyst prediction with 721,799 reactions and 888 catalyst types from USPTO. The task is: Predict which catalyst facilitates the given reaction. (1) Reactant: [C:1]1([CH:7]([C:34]2[CH:39]=[CH:38][CH:37]=[CH:36][CH:35]=2)[CH2:8][NH:9][C:10]2[N:18]=[C:17]([C:19]([OH:21])=O)[N:16]=[C:15]3[C:11]=2[N:12]=[CH:13][N:14]3[C@H:22]2[C@H:26]([OH:27])[C@H:25]([OH:28])[C@@H:24]([C:29]([NH:31][CH2:32][CH3:33])=[O:30])[O:23]2)[CH:6]=[CH:5][CH:4]=[CH:3][CH:2]=1.[F:40][C:41]([F:52])([F:51])[C:42]([NH:44][CH:45]1[CH2:50][CH2:49][NH:48][CH2:47][CH2:46]1)=[O:43].Cl.CN(C)CCCN=C=NCC. Product: [C:1]1([CH:7]([C:34]2[CH:39]=[CH:38][CH:37]=[CH:36][CH:35]=2)[CH2:8][NH:9][C:10]2[N:18]=[C:17]([C:19]([N:48]3[CH2:49][CH2:50][CH:45]([NH:44][C:42](=[O:43])[C:41]([F:51])([F:40])[F:52])[CH2:46][CH2:47]3)=[O:21])[N:16]=[C:15]3[C:11]=2[N:12]=[CH:13][N:14]3[C@@H:22]2[O:23][C@H:24]([C:29]([NH:31][CH2:32][CH3:33])=[O:30])[C@@H:25]([OH:28])[C@H:26]2[OH:27])[CH:6]=[CH:5][CH:4]=[CH:3][CH:2]=1. The catalyst class is: 4. (2) Reactant: C([N:4]1[C:9](=[O:10])[NH:8][C:7](=[O:11])[CH:6]=[N:5]1)(=O)C.[H-].[Na+].I[CH3:15]. Product: [CH3:15][N:8]1[C:7](=[O:11])[CH:6]=[N:5][NH:4][C:9]1=[O:10]. The catalyst class is: 3. (3) Reactant: [F:1][C:2]([F:19])([F:18])[S:3]([NH:6][C:7]1[CH:12]=[C:11]([N+:13]([O-])=O)[CH:10]=[C:9]([O:16][CH3:17])[CH:8]=1)(=[O:5])=[O:4].[H][H].[CH3:22][O:23][C:24]1[N:29]=[C:28]([O:30][CH3:31])[C:27]([C:32]2[CH:41]=[C:40]3[C:35]([C:36](Cl)=[C:37]([C:42]([NH2:44])=[O:43])[CH:38]=[N:39]3)=[CH:34][CH:33]=2)=[CH:26][N:25]=1. Product: [CH3:22][O:23][C:24]1[N:29]=[C:28]([O:30][CH3:31])[C:27]([C:32]2[CH:41]=[C:40]3[C:35]([C:36]([NH:13][C:11]4[CH:12]=[C:7]([NH:6][S:3]([C:2]([F:19])([F:18])[F:1])(=[O:5])=[O:4])[CH:8]=[C:9]([O:16][CH3:17])[CH:10]=4)=[C:37]([C:42]([NH2:44])=[O:43])[CH:38]=[N:39]3)=[CH:34][CH:33]=2)=[CH:26][N:25]=1. The catalyst class is: 285. (4) Reactant: [CH3:1][NH:2][CH2:3][CH2:4][C@H:5]([O:11][C:12]1[CH:13]=[CH:14][CH:15]=[C:16]2[CH:21]=[CH:20][CH:19]=[CH:18][C:17]=12)[C:6]1[S:10][CH:9]=[CH:8][CH:7]=1.[C:22]([OH:32])(=[O:31])[CH:23]([C:25]1[CH:30]=[CH:29][CH:28]=[CH:27][CH:26]=1)[OH:24]. Product: [C:22]([OH:32])(=[O:31])[CH:23]([C:25]1[CH:30]=[CH:29][CH:28]=[CH:27][CH:26]=1)[OH:24].[CH3:1][NH:2][CH2:3][CH2:4][CH:5]([O:11][C:12]1[C:17]2[C:16](=[CH:21][CH:20]=[CH:19][CH:18]=2)[CH:15]=[CH:14][CH:13]=1)[C:6]1[S:10][CH:9]=[CH:8][CH:7]=1. The catalyst class is: 6. (5) Reactant: [C:1]([O:5][C:6]([N:8]1[CH2:13][CH2:12][N:11]([C:14](=[O:28])[C:15]([C:25](=O)[CH3:26])=[CH:16][C:17]2[CH:22]=[C:21]([Cl:23])[CH:20]=[C:19]([Cl:24])[CH:18]=2)[CH2:10][CH2:9]1)=[O:7])([CH3:4])([CH3:3])[CH3:2].[C:29]([CH2:31][CH2:32][O:33][C:34](=[O:39])/[CH:35]=[C:36](\[NH2:38])/[CH3:37])#[N:30]. Product: [C:1]([O:5][C:6]([N:8]1[CH2:13][CH2:12][N:11]([C:14]([C:15]2[CH:16]([C:17]3[CH:18]=[C:19]([Cl:24])[CH:20]=[C:21]([Cl:23])[CH:22]=3)[C:35]([C:34]([O:33][CH2:32][CH2:31][C:29]#[N:30])=[O:39])=[C:36]([CH3:37])[NH:38][C:25]=2[CH3:26])=[O:28])[CH2:10][CH2:9]1)=[O:7])([CH3:4])([CH3:2])[CH3:3]. The catalyst class is: 41. (6) Product: [CH3:27][NH:24][C:11]([C:10]1[C:5]2[C:6](=[N:7][C:2]([NH:1][S:30]([CH3:29])(=[O:32])=[O:31])=[C:3]([I:21])[CH:4]=2)[O:8][C:9]=1[C:14]1[CH:19]=[CH:18][C:17]([F:20])=[CH:16][CH:15]=1)=[O:12]. The catalyst class is: 1. Reactant: [NH2:1][C:2]1[N:7]=[C:6]2[O:8][C:9]([C:14]3[CH:19]=[CH:18][C:17]([F:20])=[CH:16][CH:15]=3)=[C:10]([C:11](O)=[O:12])[C:5]2=[CH:4][C:3]=1[I:21].C([N:24]([CH2:27]C)CC)C.[CH3:29][S:30](O[S:30]([CH3:29])(=[O:32])=[O:31])(=[O:32])=[O:31].CN. (7) Reactant: [O:1]1[CH2:6][CH2:5][CH2:4][CH2:3][C@H:2]1[CH2:7][S:8]C(=O)C.[OH-].[K+].Br[C:15]([CH3:22])([CH3:21])[C:16]([O:18][CH2:19][CH3:20])=[O:17]. Product: [CH3:21][C:15]([S:8][CH2:7][C@@H:2]1[CH2:3][CH2:4][CH2:5][CH2:6][O:1]1)([CH3:22])[C:16]([O:18][CH2:19][CH3:20])=[O:17]. The catalyst class is: 8. (8) Reactant: [NH2:1][C:2]1[C:21]([C:22]2[CH:23]=[CH:24][C:25]3[O:38][CH2:37][N:28]4[C:29]5[CH:30]=[CH:31][CH:32]=[C:33]([F:36])[C:34]=5[CH:35]=[C:27]4[C:26]=3[N:39]=2)=[CH:20][C:5]2[C:6]([C:16]([NH:18][CH3:19])=[O:17])=[C:7]([C:9]3[CH:14]=[CH:13][C:12]([F:15])=[CH:11][CH:10]=3)[O:8][C:4]=2[CH:3]=1.CCN(CC)CC.[Cl:47][CH2:48][CH2:49][CH2:50][S:51](Cl)(=[O:53])=[O:52]. Product: [Cl:47][CH2:48][CH2:49][CH2:50][S:51]([NH:1][C:2]1[C:21]([C:22]2[CH:23]=[CH:24][C:25]3[O:38][CH2:37][N:28]4[C:29]5[CH:30]=[CH:31][CH:32]=[C:33]([F:36])[C:34]=5[CH:35]=[C:27]4[C:26]=3[N:39]=2)=[CH:20][C:5]2[C:6]([C:16]([NH:18][CH3:19])=[O:17])=[C:7]([C:9]3[CH:14]=[CH:13][C:12]([F:15])=[CH:11][CH:10]=3)[O:8][C:4]=2[CH:3]=1)(=[O:53])=[O:52]. The catalyst class is: 2. (9) Reactant: [C:1]1([C:7]2[NH:16][C:10]3=[N:11][CH:12]=[C:13]([NH2:15])[CH:14]=[C:9]3[N:8]=2)[CH:6]=[CH:5][CH:4]=[CH:3][CH:2]=1.[Cl:17][C:18]1[CH:26]=[CH:25][CH:24]=[CH:23][C:19]=1[C:20](Cl)=[O:21]. Product: [Cl:17][C:18]1[CH:26]=[CH:25][CH:24]=[CH:23][C:19]=1[C:20]([NH:15][C:13]1[CH:14]=[C:9]2[N:8]=[C:7]([C:1]3[CH:2]=[CH:3][CH:4]=[CH:5][CH:6]=3)[NH:16][C:10]2=[N:11][CH:12]=1)=[O:21]. The catalyst class is: 17. (10) Reactant: [H-].[Na+].[F:3][C:4]([F:18])([F:17])[C:5]1[CH:10]=[CH:9][N:8]=[C:7]([C:11]2[NH:12][O:13][C:14](=[O:16])[N:15]=2)[CH:6]=1.[Cl:19][C:20]1[CH:30]=[CH:29][CH:28]=[CH:27][C:21]=1[C:22]([O:24][CH2:25]Cl)=[O:23].[Cl-].[NH4+]. Product: [Cl:19][C:20]1[CH:30]=[CH:29][CH:28]=[CH:27][C:21]=1[C:22]([O:24][CH2:25][N:15]1[C:14](=[O:16])[O:13][N:12]=[C:11]1[C:7]1[CH:6]=[C:5]([C:4]([F:3])([F:17])[F:18])[CH:10]=[CH:9][N:8]=1)=[O:23]. The catalyst class is: 9.